Dataset: Forward reaction prediction with 1.9M reactions from USPTO patents (1976-2016). Task: Predict the product of the given reaction. (1) Given the reactants CCN(C(C)C)C(C)C.[Br:10][C:11]1[CH:12]=[C:13]([CH:17]=[CH:18][C:19]=1[CH3:20])[C:14]([OH:16])=O.[N:21]1([CH2:26][CH2:27][C:28]2[CH:33]=[CH:32][C:31]([NH2:34])=[CH:30][CH:29]=2)[CH2:25][CH2:24][CH2:23][CH2:22]1.F[P-](F)(F)(F)(F)F.N1(O[P+](N(C)C)(N(C)C)N(C)C)C2C=CC=CC=2N=N1, predict the reaction product. The product is: [Br:10][C:11]1[CH:12]=[C:13]([CH:17]=[CH:18][C:19]=1[CH3:20])[C:14]([NH:34][C:31]1[CH:32]=[CH:33][C:28]([CH2:27][CH2:26][N:21]2[CH2:25][CH2:24][CH2:23][CH2:22]2)=[CH:29][CH:30]=1)=[O:16]. (2) Given the reactants Cl.Cl[C:3]1[CH:8]=[CH:7][N:6]=[CH:5][CH:4]=1.[NH:9]1[CH2:15][CH2:14][CH2:13][NH:12][CH2:11][CH2:10]1.C(N(CC)CC)C, predict the reaction product. The product is: [NH3:6].[N:6]1[CH:7]=[CH:8][C:3]([N:9]2[CH2:15][CH2:14][CH2:13][NH:12][CH2:11][CH2:10]2)=[CH:4][CH:5]=1. (3) Given the reactants [C:1]1([CH:7]2[CH2:11][NH:10][CH2:9][CH:8]2[NH:12][C:13](=[O:19])[O:14][C:15]([CH3:18])([CH3:17])[CH3:16])[CH:6]=[CH:5][CH:4]=[CH:3][CH:2]=1.[C:20](Cl)(=[O:22])[CH3:21].CCN(C(C)C)C(C)C, predict the reaction product. The product is: [C:20]([N:10]1[CH2:11][CH:7]([C:1]2[CH:2]=[CH:3][CH:4]=[CH:5][CH:6]=2)[CH:8]([NH:12][C:13](=[O:19])[O:14][C:15]([CH3:16])([CH3:18])[CH3:17])[CH2:9]1)(=[O:22])[CH3:21]. (4) Given the reactants [C:1]([NH:4][C@@H:5]([C@H:14]([C@@H:16]([C@@H:18]([CH2:20][N:21]=[N+]=[N-])[OH:19])[OH:17])[OH:15])[C@@H:6]([OH:13])[CH2:7][C:8](=[O:12])[C:9]([OH:11])=[O:10])(=[O:3])[CH3:2].CC(O)=O.[H][H], predict the reaction product. The product is: [C:1]([NH:4][C@@H:5]([C@H:14]([C@@H:16]([C@@H:18]([CH2:20][NH2:21])[OH:19])[OH:17])[OH:15])[C@@H:6]([OH:13])[CH2:7][C:8](=[O:12])[C:9]([OH:11])=[O:10])(=[O:3])[CH3:2]. (5) Given the reactants Cl.[NH:2]1[CH2:6][CH2:5][CH2:4][C@H:3]1[C:7]([OH:10])([CH3:9])[CH3:8].C(N(CC)CC)C.O.[C:19](Cl)(=[O:28])[O:20][CH2:21][C:22]1[CH:27]=[CH:26][CH:25]=[CH:24][CH:23]=1, predict the reaction product. The product is: [OH:10][C:7]([C@@H:3]1[CH2:4][CH2:5][CH2:6][N:2]1[C:19]([O:20][CH2:21][C:22]1[CH:27]=[CH:26][CH:25]=[CH:24][CH:23]=1)=[O:28])([CH3:9])[CH3:8]. (6) Given the reactants [NH2:1][C:2]1[C:10]2[C:5](=[CH:6][CH:7]=[C:8]([C:11]3[N:12]=[N:13][N:14]([CH2:16][C:17]4[CH:22]=[CH:21][CH:20]=[CH:19][CH:18]=4)[CH:15]=3)[CH:9]=2)[N:4]([C:23]([O:25][C:26]([CH3:29])([CH3:28])[CH3:27])=[O:24])[N:3]=1.C(N(C(C)C)CC)(C)C.[Br:39][CH2:40][C:41](Cl)=[O:42], predict the reaction product. The product is: [CH2:16]([N:14]1[CH:15]=[C:11]([C:8]2[CH:9]=[C:10]3[C:5](=[CH:6][CH:7]=2)[N:4]([C:23]([O:25][C:26]([CH3:29])([CH3:28])[CH3:27])=[O:24])[N:3]=[C:2]3[NH:1][C:41](=[O:42])[CH2:40][Br:39])[N:12]=[N:13]1)[C:17]1[CH:22]=[CH:21][CH:20]=[CH:19][CH:18]=1. (7) Given the reactants C(OC(=O)[NH:7][C@H:8]([CH:19]1[CH2:21][CH2:20]1)[C:9]([N:11]1[CH2:16][CH2:15][CH:14]([C:17]#[N:18])[CH2:13][CH2:12]1)=[O:10])(C)(C)C.[F:23][C:24]([F:29])([F:28])[C:25]([OH:27])=[O:26], predict the reaction product. The product is: [F:23][C:24]([F:29])([F:28])[C:25]([OH:27])=[O:26].[NH2:7][C@H:8]([CH:19]1[CH2:21][CH2:20]1)[C:9]([N:11]1[CH2:12][CH2:13][CH:14]([C:17]#[N:18])[CH2:15][CH2:16]1)=[O:10].